From a dataset of Forward reaction prediction with 1.9M reactions from USPTO patents (1976-2016). Predict the product of the given reaction. (1) Given the reactants [H-].[Na+].[CH3:3][O:4][CH2:5][CH2:6][O:7][CH2:8][CH2:9][O:10][CH2:11][CH2:12][OH:13].F[C:15]1[CH:20]=[C:19]([NH2:21])[CH:18]=[C:17]([O:22][CH3:23])[N:16]=1, predict the reaction product. The product is: [CH3:23][O:22][C:17]1[CH:18]=[C:19]([NH2:21])[CH:20]=[C:15]([O:13][CH2:12][CH2:11][O:10][CH2:9][CH2:8][O:7][CH2:6][CH2:5][O:4][CH3:3])[N:16]=1. (2) Given the reactants Br[CH:2]1[C:15]2[C:10](=[CH:11][CH:12]=[CH:13][C:14]=2[Cl:16])[C:9](=[O:17])[C:8]2[C:7]([Cl:18])=[CH:6][CH:5]=[CH:4][C:3]1=2.[NH2:19][C:20]1[C:21]([CH3:26])=[CH:22][CH:23]=[CH:24][CH:25]=1.O, predict the reaction product. The product is: [C:21]1([CH3:26])[C:20]([NH:19][CH:2]2[C:15]3[C:10](=[CH:11][CH:12]=[CH:13][C:14]=3[Cl:16])[C:9](=[O:17])[C:8]3[C:7]([Cl:18])=[CH:6][CH:5]=[CH:4][C:3]2=3)=[CH:25][CH:24]=[CH:23][CH:22]=1. (3) Given the reactants [C:1]([C:3]1[CH:4]=[C:5]2[C:11]([NH:12][CH2:13][C:14]3[CH:19]=[CH:18][C:17]([F:20])=[C:16]([F:21])[CH:15]=3)=[N:10][N:9]([CH2:22][C:23]3[CH:28]=[CH:27][C:26]([O:29]C)=[CH:25][CH:24]=3)[C:6]2=[N:7][CH:8]=1)#[N:2].B(Br)(Br)Br, predict the reaction product. The product is: [F:21][C:16]1[CH:15]=[C:14]([CH:19]=[CH:18][C:17]=1[F:20])[CH2:13][NH:12][C:11]1[C:5]2[C:6](=[N:7][CH:8]=[C:3]([C:1]#[N:2])[CH:4]=2)[N:9]([CH2:22][C:23]2[CH:24]=[CH:25][C:26]([OH:29])=[CH:27][CH:28]=2)[N:10]=1. (4) Given the reactants C(O)(=O)C=C.C(O)(=O)C=C.C(O)(=O)C=C.[CH2:16]([C:18]([CH2:23][OH:24])([CH2:21][OH:22])[CH2:19][CH3:20])[OH:17], predict the reaction product. The product is: [CH2:16]([C:18]([CH2:23][OH:24])([CH2:21][OH:22])[CH2:19][CH3:20])[OH:17]. (5) The product is: [F:52][C:44]1[CH:45]=[C:46]2[C:30](=[CH:31][CH:43]=1)[N:29]([C:24]([C:20]1[N:21]=[CH:22][N:23]=[C:18]([N:15]3[CH2:16][CH2:17][CH:12]([C:11]4[C:2](=[O:1])[NH:3][C:4]5[C:9]([CH:10]=4)=[CH:8][CH:7]=[CH:6][CH:5]=5)[CH2:13][CH2:14]3)[CH:19]=1)=[O:25])[CH2:32][CH2:33]2. Given the reactants [O:1]=[C:2]1[C:11]([CH:12]2[CH2:17][CH2:16][N:15]([C:18]3[N:23]=[CH:22][N:21]=[C:20]([C:24](O)=[O:25])[CH:19]=3)[CH2:14][CH2:13]2)=[CH:10][C:9]2[C:4](=[CH:5][CH:6]=[CH:7][CH:8]=2)[NH:3]1.C([N:29]([CH2:32][CH3:33])[CH2:30][CH3:31])C.CN(C(ON1N=N[C:44]2[CH:45]=[CH:46]C=C[C:43]1=2)=[N+](C)C)C.[B-](F)(F)(F)[F:52], predict the reaction product. (6) Given the reactants CO[C:3]1[C:8]([Cl:9])=[N:7][C:6](Cl)=[C:5]([C:11]([OH:13])=[O:12])[N:4]=1.[Cl:14][C:15]1[CH:16]=[C:17]([CH:20]=[CH:21][C:22]=1[O:23][CH3:24])[CH2:18][NH2:19].[CH2:25](N(CC)CC)C.C1(C)C=CC=CC=1, predict the reaction product. The product is: [CH3:25][O:13][C:11]([C:5]1[C:6]([NH:19][CH2:18][C:17]2[CH:20]=[CH:21][C:22]([O:23][CH3:24])=[C:15]([Cl:14])[CH:16]=2)=[N:7][C:8]([Cl:9])=[CH:3][N:4]=1)=[O:12]. (7) Given the reactants Cl[C:2]1[N:9]=[C:8]([CH3:10])[CH:7]=[C:6]([CH3:11])[C:3]=1[C:4]#[N:5].[Cl-].C[Zn+].[CH2:15](N(CC(O)=O)CC(O)=O)CN(CC(O)=O)CC(O)=O.C(=O)([O-])[O-].[K+].[K+], predict the reaction product. The product is: [CH3:15][C:2]1[N:9]=[C:8]([CH3:10])[CH:7]=[C:6]([CH3:11])[C:3]=1[C:4]#[N:5]. (8) Given the reactants Cl[C:2]1[C:3]2[C:10]([C:11]3[CH:16]=[CH:15][C:14]([O:17][CH3:18])=[CH:13][CH:12]=3)=[CH:9][O:8][C:4]=2[N:5]=[CH:6][N:7]=1.Cl.[CH3:20][O:21][C:22](=[O:29])[CH2:23][CH2:24][CH2:25][CH2:26][CH2:27][NH2:28].C(=O)([O-])[O-].[K+].[K+], predict the reaction product. The product is: [CH3:20][O:21][C:22](=[O:29])[CH2:23][CH2:24][CH2:25][CH2:26][CH2:27][NH:28][C:2]1[C:3]2[C:10]([C:11]3[CH:16]=[CH:15][C:14]([O:17][CH3:18])=[CH:13][CH:12]=3)=[CH:9][O:8][C:4]=2[N:5]=[CH:6][N:7]=1. (9) The product is: [CH3:24][C:25]1[S:26][C:27]([CH3:34])=[C:28]([CH2:30][C:31]([NH:1][CH2:2][C@H:3]2[N:8]([C:9]([C:11]3[N:12]=[C:13]([CH3:23])[S:14][C:15]=3[C:16]3[CH:17]=[C:18]([CH3:22])[CH:19]=[CH:20][CH:21]=3)=[O:10])[CH2:7][C@@H:6]3[C@H:4]2[CH2:5]3)=[O:32])[N:29]=1. Given the reactants [NH2:1][CH2:2][C@H:3]1[N:8]([C:9]([C:11]2[N:12]=[C:13]([CH3:23])[S:14][C:15]=2[C:16]2[CH:17]=[C:18]([CH3:22])[CH:19]=[CH:20][CH:21]=2)=[O:10])[CH2:7][C@@H:6]2[C@H:4]1[CH2:5]2.[CH3:24][C:25]1[S:26][C:27]([CH3:34])=[C:28]([CH2:30][C:31](O)=[O:32])[N:29]=1, predict the reaction product.